This data is from NCI-60 drug combinations with 297,098 pairs across 59 cell lines. The task is: Regression. Given two drug SMILES strings and cell line genomic features, predict the synergy score measuring deviation from expected non-interaction effect. (1) Drug 1: CC12CCC3C(C1CCC2=O)CC(=C)C4=CC(=O)C=CC34C. Drug 2: C(CC(=O)O)C(=O)CN.Cl. Cell line: K-562. Synergy scores: CSS=56.4, Synergy_ZIP=2.55, Synergy_Bliss=2.05, Synergy_Loewe=-22.4, Synergy_HSA=3.00. (2) Drug 1: C1C(C(OC1N2C=NC3=C(N=C(N=C32)Cl)N)CO)O. Drug 2: CCC1(C2=C(COC1=O)C(=O)N3CC4=CC5=C(C=CC(=C5CN(C)C)O)N=C4C3=C2)O.Cl. Cell line: T-47D. Synergy scores: CSS=32.5, Synergy_ZIP=-16.7, Synergy_Bliss=-11.3, Synergy_Loewe=-9.89, Synergy_HSA=-7.22. (3) Drug 1: C1=CN(C=N1)CC(O)(P(=O)(O)O)P(=O)(O)O. Drug 2: C1CN(CCN1C(=O)CCBr)C(=O)CCBr. Cell line: A498. Synergy scores: CSS=4.18, Synergy_ZIP=-0.691, Synergy_Bliss=4.16, Synergy_Loewe=0.624, Synergy_HSA=0.0915. (4) Drug 1: C1CC(C1)(C(=O)O)C(=O)O.[NH2-].[NH2-].[Pt+2]. Drug 2: CCN(CC)CCCC(C)NC1=C2C=C(C=CC2=NC3=C1C=CC(=C3)Cl)OC. Cell line: LOX IMVI. Synergy scores: CSS=36.1, Synergy_ZIP=2.65, Synergy_Bliss=1.01, Synergy_Loewe=-11.6, Synergy_HSA=6.79. (5) Drug 1: C1=C(C(=O)NC(=O)N1)N(CCCl)CCCl. Drug 2: C#CCC(CC1=CN=C2C(=N1)C(=NC(=N2)N)N)C3=CC=C(C=C3)C(=O)NC(CCC(=O)O)C(=O)O. Cell line: BT-549. Synergy scores: CSS=6.49, Synergy_ZIP=-10.5, Synergy_Bliss=-5.94, Synergy_Loewe=-4.84, Synergy_HSA=-5.35.